The task is: Predict the reactants needed to synthesize the given product.. This data is from Full USPTO retrosynthesis dataset with 1.9M reactions from patents (1976-2016). (1) Given the product [CH:1]1([NH:4][C:5]([N:7]2[C:15]3[C:10](=[CH:11][C:12]([O:16][C:17]4[CH:22]=[CH:21][N:20]=[C:19]([NH:23][C:27](=[O:28])[CH3:26])[CH:18]=4)=[CH:13][CH:14]=3)[CH:9]=[CH:8]2)=[O:6])[CH2:3][CH2:2]1, predict the reactants needed to synthesize it. The reactants are: [CH:1]1([NH:4][C:5]([N:7]2[C:15]3[C:10](=[CH:11][C:12]([O:16][C:17]4[CH:22]=[CH:21][N:20]=[C:19]([NH2:23])[CH:18]=4)=[CH:13][CH:14]=3)[CH:9]=[CH:8]2)=[O:6])[CH2:3][CH2:2]1.C1(=O)O[C:27](=[O:28])[CH2:26]C1.C(OC(=O)C)(=O)C.C([O-])(=O)C.[Na+]. (2) Given the product [NH2:22][C:2]1[CH:7]=[CH:6][C:5]([S:8]([NH:11][CH2:12][C:13]2[CH:14]=[N:15][CH:16]=[CH:17][CH:18]=2)(=[O:10])=[O:9])=[CH:4][C:3]=1[N+:19]([O-:21])=[O:20], predict the reactants needed to synthesize it. The reactants are: Cl[C:2]1[CH:7]=[CH:6][C:5]([S:8]([NH:11][CH2:12][C:13]2[CH:14]=[N:15][CH:16]=[CH:17][CH:18]=2)(=[O:10])=[O:9])=[CH:4][C:3]=1[N+:19]([O-:21])=[O:20].[NH3:22].CO. (3) Given the product [CH3:4][O:5][C:9](=[O:14])[CH:13]([CH2:12][CH:11]([CH3:10])[CH3:33])[CH2:28][C:27]([O:30][C:18]([CH3:21])([CH3:19])[CH3:17])=[O:29], predict the reactants needed to synthesize it. The reactants are: C(C[C:4](OCC)=[O:5])#N.[C:9]1(=[O:14])[CH2:13][CH2:12][CH2:11][CH2:10]1.C1C[CH2:19][C:18](CN)([CH2:21]C(O)=O)[CH2:17]C1.[C:27]([O-:30])(=[O:29])[CH3:28].[NH4+].N1CCCC[CH2:33]1. (4) Given the product [CH3:10][S:11]([CH2:6][C:5]1[CH:8]=[CH:9][C:2]([Br:1])=[CH:3][CH:4]=1)(=[O:13])=[O:12], predict the reactants needed to synthesize it. The reactants are: [Br:1][C:2]1[CH:9]=[CH:8][C:5]([CH2:6]Br)=[CH:4][CH:3]=1.[CH3:10][S:11]([O:13][Na])=[O:12]. (5) Given the product [CH2:46]([O:48][C:49](=[O:52])[CH2:50][N:25]1[CH2:24][CH2:23][CH:22]([CH2:21][N:17]2[CH2:18][CH2:19][CH2:20][C@H:14]([N:7]([CH2:6][C:5]3[CH:4]=[C:3]([C:2]([F:1])([F:44])[F:45])[CH:39]=[C:38]([C:40]([F:41])([F:42])[F:43])[CH:37]=3)[C:8]3[N:9]=[N:10][N:11]([CH3:13])[N:12]=3)[C:15]3[CH:31]=[C:30]([CH3:32])[C:29]([C:33]([F:34])([F:35])[F:36])=[CH:28][C:16]2=3)[CH2:27][CH2:26]1)[CH3:47], predict the reactants needed to synthesize it. The reactants are: [F:1][C:2]([F:45])([F:44])[C:3]1[CH:4]=[C:5]([CH:37]=[C:38]([C:40]([F:43])([F:42])[F:41])[CH:39]=1)[CH2:6][N:7]([C@H:14]1[CH2:20][CH2:19][CH2:18][N:17]([CH2:21][CH:22]2[CH2:27][CH2:26][NH:25][CH2:24][CH2:23]2)[C:16]2[CH:28]=[C:29]([C:33]([F:36])([F:35])[F:34])[C:30]([CH3:32])=[CH:31][C:15]1=2)[C:8]1[N:9]=[N:10][N:11]([CH3:13])[N:12]=1.[CH2:46]([O:48][C:49](=[O:52])[CH2:50]Br)[CH3:47].C(=O)([O-])[O-].[Cs+].[Cs+].O. (6) Given the product [Br:1][C:2]1[CH:7]=[CH:6][C:5]([C:8](=[O:10])/[CH:9]=[CH:14]/[N:15]([CH3:17])[CH3:16])=[C:4]([OH:11])[CH:3]=1, predict the reactants needed to synthesize it. The reactants are: [Br:1][C:2]1[CH:7]=[CH:6][C:5]([C:8](=[O:10])[CH3:9])=[C:4]([OH:11])[CH:3]=1.CO[CH:14](OC)[N:15]([CH3:17])[CH3:16].